From a dataset of Reaction yield outcomes from USPTO patents with 853,638 reactions. Predict the reaction yield, written as a fraction of the theoretical maximum amount of product (1.0 means a 100% yield; for example, 0.34 means a 34% yield). The reactants are C(OC1[O:5][CH:6]=[C:7]([C:9]2[C:17]3[C:12](=[CH:13][CH:14]=[CH:15][CH:16]=3)[N:11]([C:18]3[CH:36]=[CH:35][C:21]([O:22][C:23]4[CH:24]=[CH:25][C:26]([C:31]([F:34])([F:33])[F:32])=[C:27]([CH:30]=4)[C:28]#[N:29])=[CH:20][CH:19]=3)[CH:10]=2)N=1)C.[BH4-].[Na+].CC[OH:41].C1COCC1. No catalyst specified. The product is [OH:41][CH:7]([C:9]1[C:17]2[C:12](=[CH:13][CH:14]=[CH:15][CH:16]=2)[N:11]([C:18]2[CH:19]=[CH:20][C:21]([O:22][C:23]3[CH:24]=[CH:25][C:26]([C:31]([F:34])([F:33])[F:32])=[C:27]([CH:30]=3)[C:28]#[N:29])=[CH:35][CH:36]=2)[CH:10]=1)[CH2:6][OH:5]. The yield is 0.700.